This data is from Reaction yield outcomes from USPTO patents with 853,638 reactions. The task is: Predict the reaction yield, written as a fraction of the theoretical maximum amount of product (1.0 means a 100% yield; for example, 0.34 means a 34% yield). (1) The reactants are [ClH:1].CCOCC.[C:7]([O:11][C:12](=[O:39])[C@@H:13]([N:19]1[C:27](=[O:28])[C:26]2[C:21](=[CH:22][CH:23]=[CH:24][C:25]=2[CH2:29][NH:30]C(OC(C)(C)C)=O)[C:20]1=[O:38])[CH2:14][CH2:15][C:16](=[O:18])[NH2:17])([CH3:10])([CH3:9])[CH3:8]. The catalyst is C(Cl)Cl. The product is [ClH:1].[C:7]([O:11][C:12](=[O:39])[C@@H:13]([N:19]1[C:27](=[O:28])[C:26]2[C:21](=[CH:22][CH:23]=[CH:24][C:25]=2[CH2:29][NH2:30])[C:20]1=[O:38])[CH2:14][CH2:15][C:16](=[O:18])[NH2:17])([CH3:10])([CH3:8])[CH3:9]. The yield is 0.970. (2) The reactants are [O:1]=[C:2]1[CH2:19][CH2:18][C:5]2([CH2:10][CH2:9][N:8]([C:11]([O:13][C:14]([CH3:17])([CH3:16])[CH3:15])=[O:12])[CH2:7][CH2:6]2)[CH:4]=[CH:3]1. The catalyst is C(O)C.[Pd]. The product is [O:1]=[C:2]1[CH2:19][CH2:18][C:5]2([CH2:10][CH2:9][N:8]([C:11]([O:13][C:14]([CH3:15])([CH3:16])[CH3:17])=[O:12])[CH2:7][CH2:6]2)[CH2:4][CH2:3]1. The yield is 0.380. (3) The reactants are [CH3:1][NH:2][CH2:3][CH2:4][CH2:5][NH:6][C:7]1[CH:16]=[CH:15][C:14]2[C:9](=[CH:10][CH:11]=[CH:12][CH:13]=2)[N:8]=1.[Cl:17][C:18]1[CH:19]=[C:20]([CH:23]=[CH:24][C:25]=1[Cl:26])[CH:21]=O. No catalyst specified. The product is [Cl:17][C:18]1[CH:19]=[C:20]([CH2:21][N:2]([CH3:1])[CH2:3][CH2:4][CH2:5][NH:6][C:7]2[CH:16]=[CH:15][C:14]3[C:9](=[CH:10][CH:11]=[CH:12][CH:13]=3)[N:8]=2)[CH:23]=[CH:24][C:25]=1[Cl:26]. The yield is 0.200. (4) The reactants are [NH2:1][CH2:2][CH2:3][CH2:4][OH:5].Cl[C:7]([C:20]1[CH:25]=[CH:24][CH:23]=[CH:22][CH:21]=1)([C:14]1[CH:19]=[CH:18][CH:17]=[CH:16][CH:15]=1)[C:8]1[CH:13]=[CH:12][CH:11]=[CH:10][CH:9]=1.C(N(CC)CC)C. The catalyst is ClCCl.O. The product is [OH:5][CH2:4][CH2:3][CH2:2][NH:1][C:7]([C:8]1[CH:13]=[CH:12][CH:11]=[CH:10][CH:9]=1)([C:20]1[CH:21]=[CH:22][CH:23]=[CH:24][CH:25]=1)[C:14]1[CH:15]=[CH:16][CH:17]=[CH:18][CH:19]=1. The yield is 0.660. (5) The reactants are [Br:1][C:2]1[S:3][C:4]([CH3:10])=[C:5]([CH2:7][CH2:8][OH:9])[N:6]=1.O[C:12]1[CH:13]=[C:14]2[C:18](=[CH:19][CH:20]=1)[C@H:17]([CH2:21][C:22]([O:24][CH2:25][CH3:26])=[O:23])[CH2:16][CH2:15]2.C1C=CC(P(C2C=CC=CC=2)C2C=CC=CC=2)=CC=1.C1CCN(C(N=NC(N2CCCCC2)=O)=O)CC1. The catalyst is C1COCC1. The product is [Br:1][C:2]1[S:3][C:4]([CH3:10])=[C:5]([CH2:7][CH2:8][O:9][C:12]2[CH:13]=[C:14]3[C:18](=[CH:19][CH:20]=2)[C@H:17]([CH2:21][C:22]([O:24][CH2:25][CH3:26])=[O:23])[CH2:16][CH2:15]3)[N:6]=1. The yield is 0.760.